From a dataset of Forward reaction prediction with 1.9M reactions from USPTO patents (1976-2016). Predict the product of the given reaction. (1) Given the reactants [CH3:1][O:2][C:3]1[C:4]([CH3:27])=[C:5]([C:18]([O:25][CH3:26])=[C:19]([O:23][CH3:24])[C:20]=1[O:21][CH3:22])[CH2:6][C:7]1[C:8]([OH:17])=[C:9]([CH:14]=[CH:15][CH:16]=1)[C:10]([O:12][CH3:13])=[O:11].C(N(CC)CC)C.[F:35][C:36]([F:49])([F:48])[S:37](O[S:37]([C:36]([F:49])([F:48])[F:35])(=[O:39])=[O:38])(=[O:39])=[O:38], predict the reaction product. The product is: [CH3:1][O:2][C:3]1[C:4]([CH3:27])=[C:5]([C:18]([O:25][CH3:26])=[C:19]([O:23][CH3:24])[C:20]=1[O:21][CH3:22])[CH2:6][C:7]1[C:8]([O:17][S:37]([C:36]([F:49])([F:48])[F:35])(=[O:39])=[O:38])=[C:9]([CH:14]=[CH:15][CH:16]=1)[C:10]([O:12][CH3:13])=[O:11]. (2) Given the reactants O.[OH-].[Li+].C[O:5][C:6](=[O:40])[CH2:7][C:8]1[C:17]([CH3:18])=[C:16]([C:19]2[CH:24]=[CH:23][C:22]([S:25]([C:28]3[CH:33]=[CH:32][CH:31]=[CH:30][C:29]=3[O:34][C:35]([F:38])([F:37])[F:36])(=[O:27])=[O:26])=[CH:21][CH:20]=2)[C:15]2[C:10](=[CH:11][CH:12]=[C:13]([Cl:39])[CH:14]=2)[CH:9]=1, predict the reaction product. The product is: [Cl:39][C:13]1[CH:14]=[C:15]2[C:10](=[CH:11][CH:12]=1)[CH:9]=[C:8]([CH2:7][C:6]([OH:40])=[O:5])[C:17]([CH3:18])=[C:16]2[C:19]1[CH:20]=[CH:21][C:22]([S:25]([C:28]2[CH:33]=[CH:32][CH:31]=[CH:30][C:29]=2[O:34][C:35]([F:37])([F:36])[F:38])(=[O:27])=[O:26])=[CH:23][CH:24]=1. (3) Given the reactants [CH:1]1([N:4]2[C:13]3[C:8](=[CH:9][C:10]([F:16])=[C:11](F)[C:12]=3[F:14])[C:7](=[O:17])[C:6]([C:18]([OH:20])=[O:19])=[CH:5]2)[CH2:3][CH2:2]1.[CH:21]1([NH:24][CH2:25][C@@H:26]2[C@H:30]([F:31])[CH2:29][NH:28][CH2:27]2)[CH2:23][CH2:22]1, predict the reaction product. The product is: [CH:1]1([N:4]2[C:13]3[C:8](=[CH:9][C:10]([F:16])=[C:11]([N:28]4[CH2:29][C@@H:30]([F:31])[C@@H:26]([CH2:25][NH:24][CH:21]5[CH2:22][CH2:23]5)[CH2:27]4)[C:12]=3[F:14])[C:7](=[O:17])[C:6]([C:18]([OH:20])=[O:19])=[CH:5]2)[CH2:3][CH2:2]1. (4) Given the reactants [CH3:1][C:2]([C:7]1[CH:12]=[CH:11][CH:10]=[CH:9][CH:8]=1)([CH3:6])[C:3](Cl)=[O:4].C(Cl)(=O)C(Cl)=O.[OH:19]/[N:20]=[C:21](/[C:23]1[CH:31]=[CH:30][C:26]2[O:27][CH2:28][O:29][C:25]=2[CH:24]=1)\[NH2:22].C(N(CC)CC)C, predict the reaction product. The product is: [CH3:1][C:2]([C:7]1[CH:12]=[CH:11][CH:10]=[CH:9][CH:8]=1)([CH3:6])[C:3]([O:19]/[N:20]=[C:21](/[C:23]1[CH:31]=[CH:30][C:26]2[O:27][CH2:28][O:29][C:25]=2[CH:24]=1)\[NH2:22])=[O:4]. (5) Given the reactants [F:1][C:2]1[CH:9]=[C:8]([OH:10])[CH:7]=[CH:6][C:3]=1[C:4]#[N:5].I[CH2:12][CH2:13][CH2:14][CH2:15][CH2:16][CH2:17][CH2:18][CH3:19].[F-].[K+].Cl, predict the reaction product. The product is: [F:1][C:2]1[CH:9]=[C:8]([O:10][CH2:12][CH2:13][CH2:14][CH2:15][CH2:16][CH2:17][CH2:18][CH3:19])[CH:7]=[CH:6][C:3]=1[C:4]#[N:5]. (6) Given the reactants [C:1]1([CH:8]=[CH:7][C:5]([OH:6])=[CH:4][CH:3]=1)[OH:2].[H-].[Na+].[Si:11](Cl)([C:14]([CH3:17])([CH3:16])[CH3:15])([CH3:13])[CH3:12].O, predict the reaction product. The product is: [Si:11]([O:2][C:1]1[CH:8]=[CH:7][C:5]([OH:6])=[CH:4][CH:3]=1)([C:14]([CH3:17])([CH3:16])[CH3:15])([CH3:13])[CH3:12]. (7) Given the reactants [F:1][CH:2]([F:39])[O:3][C:4]1[CH:5]=[N:6][C:7]2[N:8]([N:10]=[CH:11][C:12]=2[C:13]2[CH:14]=[C:15]([C:20]([NH:22][C@H:23]3[C:28]([F:30])([F:29])[CH2:27][CH2:26][CH2:25][C@H:24]3[NH:31]C(=O)OC(C)(C)C)=[O:21])[S:16][C:17]=2[CH2:18][CH3:19])[CH:9]=1.FC(F)(F)C(O)=O.[OH-].[Na+], predict the reaction product. The product is: [NH2:31][C@H:24]1[C@@H:23]([NH:22][C:20]([C:15]2[S:16][C:17]([CH2:18][CH3:19])=[C:13]([C:12]3[CH:11]=[N:10][N:8]4[CH:9]=[C:4]([O:3][CH:2]([F:1])[F:39])[CH:5]=[N:6][C:7]=34)[CH:14]=2)=[O:21])[C:28]([F:29])([F:30])[CH2:27][CH2:26][CH2:25]1. (8) Given the reactants [H-].[Na+].[CH3:3][CH:4]([OH:7])[C:5]#[CH:6].Br[CH2:9][C:10]([O:12][CH3:13])=[O:11].Cl, predict the reaction product. The product is: [CH3:3][CH:4]([O:7][CH2:9][C:10]([O:12][CH3:13])=[O:11])[C:5]#[CH:6].